The task is: Predict the reactants needed to synthesize the given product.. This data is from Full USPTO retrosynthesis dataset with 1.9M reactions from patents (1976-2016). Given the product [CH3:22][O:23][CH2:24][C:25]1[N:26]=[CH:27][N:28]([C:2]2[CH:3]=[C:4]3[C:9](=[CH:10][C:11]=2[N+:12]([O-:14])=[O:13])[NH:8][C:7](=[O:15])[N:6]([NH:16][S:17]([CH3:20])(=[O:19])=[O:18])[C:5]3=[O:21])[CH:29]=1, predict the reactants needed to synthesize it. The reactants are: F[C:2]1[CH:3]=[C:4]2[C:9](=[CH:10][C:11]=1[N+:12]([O-:14])=[O:13])[NH:8][C:7](=[O:15])[N:6]([NH:16][S:17]([CH3:20])(=[O:19])=[O:18])[C:5]2=[O:21].[CH3:22][O:23][CH2:24][C:25]1[N:26]=[CH:27][NH:28][CH:29]=1.